This data is from Full USPTO retrosynthesis dataset with 1.9M reactions from patents (1976-2016). The task is: Predict the reactants needed to synthesize the given product. (1) Given the product [CH2:1]([O:8][C:9]([N:11]1[CH:15]([C:16](=[O:33])[NH:17][C:18]2[CH:23]=[CH:22][C:21]([CH2:24][NH2:25])=[CH:20][CH:19]=2)[CH2:14][S:13][CH:12]1[C:34]1[CH:35]=[CH:36][N:37]=[CH:38][CH:39]=1)=[O:10])[C:2]1[CH:7]=[CH:6][CH:5]=[CH:4][CH:3]=1, predict the reactants needed to synthesize it. The reactants are: [CH2:1]([O:8][C:9]([N:11]1[CH:15]([C:16](=[O:33])[NH:17][C:18]2[CH:23]=[CH:22][C:21]([CH2:24][NH:25]C(OC(C)(C)C)=O)=[CH:20][CH:19]=2)[CH2:14][S:13][CH:12]1[C:34]1[CH:39]=[CH:38][N:37]=[CH:36][CH:35]=1)=[O:10])[C:2]1[CH:7]=[CH:6][CH:5]=[CH:4][CH:3]=1.Cl.CCOCC. (2) The reactants are: [Cl:1][C:2]1[CH:9]=[CH:8][CH:7]=[CH:6][C:3]=1[CH:4]=O.S(=O)(O)[O-].[Na+].[OH-:15].[NH4+:16].[C-:17]#[N:18].[Na+]. Given the product [ClH:1].[NH2:16][CH:4]([C:3]1[CH:6]=[CH:7][CH:8]=[CH:9][C:2]=1[Cl:1])[C:17]([NH2:18])=[O:15], predict the reactants needed to synthesize it. (3) Given the product [OH:26][C:23]1[CH:24]=[CH:25][C:20]([S:17]([N:8]2[CH:7]([CH3:29])[C:6]3[C:15](=[CH:16][C:3]([OH:2])=[CH:4][CH:5]=3)[C:14]3[CH:13]=[CH:12][CH:11]=[CH:10][C:9]2=3)(=[O:19])=[O:18])=[CH:21][C:22]=1[CH3:28], predict the reactants needed to synthesize it. The reactants are: C[O:2][C:3]1[CH:16]=[C:15]2[C:6]([CH:7]([CH3:29])[N:8]([S:17]([C:20]3[CH:25]=[CH:24][C:23]([O:26]C)=[C:22]([CH3:28])[CH:21]=3)(=[O:19])=[O:18])[C:9]3[CH:10]=[CH:11][CH:12]=[CH:13][C:14]=32)=[CH:5][CH:4]=1.B(Cl)(Cl)Cl.ClCCl. (4) Given the product [CH2:2]([O:4][C:5]1[C:6]([F:18])=[C:7]2[C:11](=[CH:12][C:13]=1[O:14][CH2:15][CH3:16])[C:10]([NH2:17])=[N:9][CH2:8]2)[CH3:3], predict the reactants needed to synthesize it. The reactants are: Cl.[CH2:2]([O:4][C:5]1[C:6]([F:18])=[C:7]2[C:11](=[CH:12][C:13]=1[O:14][CH2:15][CH3:16])[C:10]([NH2:17])=[N:9][CH2:8]2)[CH3:3].[OH-].[Na+]. (5) Given the product [F:8][C:9]([F:22])([F:21])[S:10]([O:7][CH2:6][C@@H:2]1[CH2:3][CH2:4][CH2:5][O:1]1)(=[O:12])=[O:11], predict the reactants needed to synthesize it. The reactants are: [O:1]1[CH2:5][CH2:4][CH2:3][C@H:2]1[CH2:6][OH:7].[F:8][C:9]([F:22])([F:21])[S:10](O[S:10]([C:9]([F:22])([F:21])[F:8])(=[O:12])=[O:11])(=[O:12])=[O:11].CC1C=CC=C(C)N=1. (6) Given the product [CH2:17]([C@H:24]1[CH2:28][O:27][C:26](=[O:29])[N:25]1[C:30](=[O:60])[C@@H:31]([O:57][CH2:58][CH3:59])[CH2:32][C:34]1[CH:39]=[CH:38][C:37]([C:40]2[CH:45]=[CH:44][CH:43]=[C:42]([CH2:46][N:47]([CH3:56])[C:48](=[O:55])[C:49]3[CH:54]=[CH:53][CH:52]=[CH:51][CH:50]=3)[CH:41]=2)=[CH:36][CH:35]=1)[C:18]1[CH:23]=[CH:22][CH:21]=[CH:20][CH:19]=1, predict the reactants needed to synthesize it. The reactants are: B(F)(F)F.CCOCC.ClCCl.C[SiH](C)C.[CH2:17]([C@H:24]1[CH2:28][O:27][C:26](=[O:29])[N:25]1[C:30](=[O:60])[C@@H:31]([O:57][CH2:58][CH3:59])[C@@H:32]([C:34]1[CH:39]=[CH:38][C:37]([C:40]2[CH:45]=[CH:44][CH:43]=[C:42]([CH2:46][N:47]([CH3:56])[C:48](=[O:55])[C:49]3[CH:54]=[CH:53][CH:52]=[CH:51][CH:50]=3)[CH:41]=2)=[CH:36][CH:35]=1)O)[C:18]1[CH:23]=[CH:22][CH:21]=[CH:20][CH:19]=1. (7) Given the product [CH3:15][Si:14]([O:11][C:7](=[O:12])/[CH:8]=[CH:9]/[CH3:10])([CH3:17])[CH3:16], predict the reactants needed to synthesize it. The reactants are: N1C=CC=CC=1.[C:7]([OH:12])(=[O:11])/[CH:8]=[CH:9]/[CH3:10].Cl[Si:14]([CH3:17])([CH3:16])[CH3:15].